Predict the reactants needed to synthesize the given product. From a dataset of Full USPTO retrosynthesis dataset with 1.9M reactions from patents (1976-2016). (1) Given the product [C:1]([C:5]1[CH:6]=[CH:7][C:8]([O:44][CH3:45])=[C:9]([CH:43]=1)[O:10][C:11]1[S:12][CH:13]=[C:14]([C:16]([NH:18][C:19]2[C:20]([O:41][CH3:42])=[N:21][C:22]([NH:27][CH2:28][CH2:29][NH:30][CH:38]([CH3:40])[CH3:39])=[N:23][C:24]=2[O:25][CH3:26])=[O:17])[N:15]=1)([CH3:3])([CH3:4])[CH3:2], predict the reactants needed to synthesize it. The reactants are: [C:1]([C:5]1[CH:6]=[CH:7][C:8]([O:44][CH3:45])=[C:9]([CH:43]=1)[O:10][C:11]1[S:12][CH:13]=[C:14]([C:16]([NH:18][C:19]2[C:20]([O:41][CH3:42])=[N:21][C:22]([NH:27][CH2:28][CH2:29][N:30]([CH:38]([CH3:40])[CH3:39])C(=O)OC(C)(C)C)=[N:23][C:24]=2[O:25][CH3:26])=[O:17])[N:15]=1)([CH3:4])([CH3:3])[CH3:2].CO. (2) Given the product [F:33][C:3]1[CH:4]=[C:5]([C:8]([N:10]2[CH2:11][CH2:12][N:13]([CH2:16][C:17]3[CH:22]=[CH:21][C:20]([C:23]([OH:32])([C:24]([F:25])([F:26])[F:27])[C:28]([F:30])([F:31])[F:29])=[CH:19][CH:18]=3)[CH2:14][CH2:15]2)=[O:9])[CH:6]=[CH:7][C:2]=1[NH:1][C:35]([NH:34][C:37]1[CH:42]=[CH:41][CH:40]=[CH:39][CH:38]=1)=[O:36], predict the reactants needed to synthesize it. The reactants are: [NH2:1][C:2]1[CH:7]=[CH:6][C:5]([C:8]([N:10]2[CH2:15][CH2:14][N:13]([CH2:16][C:17]3[CH:22]=[CH:21][C:20]([C:23]([OH:32])([C:28]([F:31])([F:30])[F:29])[C:24]([F:27])([F:26])[F:25])=[CH:19][CH:18]=3)[CH2:12][CH2:11]2)=[O:9])=[CH:4][C:3]=1[F:33].[N:34]([C:37]1[CH:42]=[CH:41][CH:40]=[CH:39][CH:38]=1)=[C:35]=[O:36]. (3) Given the product [C:16]([Si:13]([CH3:15])([CH3:14])[O:11][CH2:10][CH2:9][O:8][CH:7]([OH:21])[CH3:6])([CH3:19])([CH3:18])[CH3:17], predict the reactants needed to synthesize it. The reactants are: N1C=CN=C1.[CH2:6](O)[CH2:7][O:8][CH2:9][CH2:10][OH:11].[Si:13](Cl)([C:16]([CH3:19])([CH3:18])[CH3:17])([CH3:15])[CH3:14].[OH2:21]. (4) Given the product [CH2:12]([N:1]1[C:9]2[CH:8]=[CH:7][CH:6]=[C:5]([C:10]#[N:11])[C:4]=2[CH:3]=[CH:2]1)[C:13]1[CH:18]=[CH:17][CH:16]=[CH:15][CH:14]=1, predict the reactants needed to synthesize it. The reactants are: [NH:1]1[C:9]2[CH:8]=[CH:7][CH:6]=[C:5]([C:10]#[N:11])[C:4]=2[CH:3]=[CH:2]1.[CH2:12](Br)[C:13]1[CH:18]=[CH:17][CH:16]=[CH:15][CH:14]=1.[H-].[Na+]. (5) Given the product [F:1][C:2]([F:18])([C:9]([F:16])([F:17])[C:10]([F:14])([F:15])[CH:11]([F:13])[F:12])[CH2:3][C:4]([CH2:25][C:26]([F:31])([F:30])[CH:27]([F:29])[F:28])([C:7]#[N:8])[C:5]#[N:6], predict the reactants needed to synthesize it. The reactants are: [F:1][C:2]([F:18])([C:9]([F:17])([F:16])[C:10]([F:15])([F:14])[CH:11]([F:13])[F:12])[CH2:3][CH:4]([C:7]#[N:8])[C:5]#[N:6].FC(F)(F)S(O[CH2:25][C:26]([F:31])([F:30])[CH:27]([F:29])[F:28])(=O)=O.C(=O)([O-])[O-].[K+].[K+].Cl. (6) Given the product [F:1][C:2]1[CH:3]=[CH:4][C:5]2[N:6]([C:8]([C:13]3[N:18]=[C:17]([NH:19][C:20]4[CH:21]=[CH:22][C:23]([C:26]([F:27])([F:28])[F:29])=[CH:24][CH:25]=4)[N:16]=[C:15]([N:30]([C:38]([O:40][C:41]([CH3:44])([CH3:43])[CH3:42])=[O:39])[C:31]([O:33][C:34]([CH3:37])([CH3:36])[CH3:35])=[O:32])[CH:14]=3)=[C:9]([CH3:11])[N:10]=2)[CH:7]=1, predict the reactants needed to synthesize it. The reactants are: [F:1][C:2]1[CH:3]=[CH:4][C:5]2[N:6]([CH:8]=[C:9]([CH3:11])[N:10]=2)[CH:7]=1.Cl[C:13]1[N:18]=[C:17]([NH:19][C:20]2[CH:25]=[CH:24][C:23]([C:26]([F:29])([F:28])[F:27])=[CH:22][CH:21]=2)[N:16]=[C:15]([N:30]([C:38]([O:40][C:41]([CH3:44])([CH3:43])[CH3:42])=[O:39])[C:31]([O:33][C:34]([CH3:37])([CH3:36])[CH3:35])=[O:32])[CH:14]=1.C1(P(C2C=CC=CC=2)C2C=CC=CC=2)C=CC=CC=1.C([O-])(=O)C.[Cs+]. (7) Given the product [CH:1]1([CH:7]2[CH2:11][CH2:10][NH:14][C:8]2=[O:9])[CH2:6][CH2:5][CH2:4][CH2:3][CH2:2]1, predict the reactants needed to synthesize it. The reactants are: [CH:1]1([CH:7]2[CH2:11][CH2:10][O:9][C:8]2=O)[CH2:6][CH2:5][CH2:4][CH2:3][CH2:2]1.[OH-].[NH4+:14]. (8) The reactants are: [Br:1][C:2]1[N:3]=[C:4]([C:9]2[CH:14]=[CH:13][C:12]([Cl:15])=[CH:11][CH:10]=2)[C:5]([NH2:8])=[N:6][CH:7]=1.[H-].[Na+].Br[CH2:19][CH2:20][CH2:21][CH2:22][CH2:23]Cl. Given the product [Br:1][C:2]1[N:3]=[C:4]([C:9]2[CH:10]=[CH:11][C:12]([Cl:15])=[CH:13][CH:14]=2)[C:5]([N:8]2[CH2:23][CH2:22][CH2:21][CH2:20][CH2:19]2)=[N:6][CH:7]=1, predict the reactants needed to synthesize it. (9) Given the product [CH2:10]([O:17][C:2]1[N:4]=[C:5]([Cl:6])[N:7]=[C:8]([Cl:9])[N:1]=1)[C:11]1[CH:16]=[CH:15][CH:14]=[CH:13][CH:12]=1, predict the reactants needed to synthesize it. The reactants are: [N:1]1[C:8]([Cl:9])=[N:7][C:5]([Cl:6])=[N:4][C:2]=1Cl.[CH2:10]([OH:17])[C:11]1[CH:16]=[CH:15][CH:14]=[CH:13][CH:12]=1.CCN(C(C)C)C(C)C.O.